The task is: Predict the reaction yield, written as a fraction of the theoretical maximum amount of product (1.0 means a 100% yield; for example, 0.34 means a 34% yield).. This data is from Reaction yield outcomes from USPTO patents with 853,638 reactions. (1) The reactants are [H-].[Na+].[C:3]1([CH3:20])[CH:8]=[CH:7][CH:6]=[C:5]([C:9]2[CH:10]=[C:11]3[C:15](=[CH:16][CH:17]=2)[NH:14][CH:13]=[C:12]3[CH:18]=[O:19])[CH:4]=1.Br[CH2:22][CH2:23][CH2:24][CH2:25][CH2:26][CH2:27][CH2:28][CH3:29].O. The catalyst is CS(C)=O. The product is [CH2:22]([N:14]1[C:15]2[C:11](=[CH:10][C:9]([C:5]3[CH:4]=[C:3]([CH3:20])[CH:8]=[CH:7][CH:6]=3)=[CH:17][CH:16]=2)[C:12]([CH:18]=[O:19])=[CH:13]1)[CH2:23][CH2:24][CH2:25][CH2:26][CH2:27][CH2:28][CH3:29]. The yield is 0.620. (2) The reactants are [N+:1]([C:4]1[CH:5]=[C:6]([CH:23]=[CH:24][CH:25]=1)[CH:7]=[C:8]1O[C:13]2[CH:15]=[CH:16][CH:17]=[CH:18][C:12]=2[CH2:11][C:10]2[CH:19]=[CH:20][CH:21]=[CH:22][C:9]1=2)([O-])=O.[OH2:26].O.[Sn](Cl)(Cl)(Cl)Cl.C1(C)C=CC=CC=1. The catalyst is C(O)C.C(OCC)(=O)C. The product is [C:8]1(=[CH:7][C:6]2[CH:5]=[C:4]([NH2:1])[CH:25]=[CH:24][CH:23]=2)[C:9]2[C:22]([O:26][CH2:13][C:15]3[CH:16]=[CH:17][CH:18]=[CH:12][C:11]=3[CH:10]=2)=[CH:21][CH:20]=[CH:19]1. The yield is 0.560.